From a dataset of Peptide-MHC class II binding affinity with 134,281 pairs from IEDB. Regression. Given a peptide amino acid sequence and an MHC pseudo amino acid sequence, predict their binding affinity value. This is MHC class II binding data. (1) The peptide sequence is LKLATGMRNVPEKQT. The MHC is HLA-DQA10301-DQB10302 with pseudo-sequence HLA-DQA10301-DQB10302. The binding affinity (normalized) is 0.306. (2) The peptide sequence is LAAAAAWDALAAELY. The MHC is DRB1_1101 with pseudo-sequence DRB1_1101. The binding affinity (normalized) is 0.0229. (3) The peptide sequence is KEAFHGLDVKFHTQA. The MHC is HLA-DQA10201-DQB10402 with pseudo-sequence HLA-DQA10201-DQB10402. The binding affinity (normalized) is 0.313. (4) The peptide sequence is PAAAYATATPAAATA. The MHC is HLA-DPA10201-DPB10501 with pseudo-sequence HLA-DPA10201-DPB10501. The binding affinity (normalized) is 0.129. (5) The peptide sequence is KGLMNIALAISAQQVN. The MHC is DRB1_1101 with pseudo-sequence DRB1_1101. The binding affinity (normalized) is 0.410. (6) The peptide sequence is IVDRQWAQDLTLPWQ. The MHC is HLA-DQA10102-DQB10501 with pseudo-sequence HLA-DQA10102-DQB10501. The binding affinity (normalized) is 0. (7) The peptide sequence is PQVKYAVFEAALTKA. The MHC is DRB1_0701 with pseudo-sequence DRB1_0701. The binding affinity (normalized) is 0.191. (8) The peptide sequence is RSALILRGSVAHKSC. The MHC is DRB4_0101 with pseudo-sequence DRB4_0103. The binding affinity (normalized) is 0.429.